Dataset: Forward reaction prediction with 1.9M reactions from USPTO patents (1976-2016). Task: Predict the product of the given reaction. (1) Given the reactants [Cl:1][CH2:2][CH2:3][O:4][C:5]1[CH:6]=[C:7]([C:11]2[CH:16]=[CH:15][C:14]([C:17]([NH2:19])=[O:18])=[CH:13][CH:12]=2)[CH:8]=[CH:9][CH:10]=1.BrCCOC1C=C(C2C=CC(C(N)=O)=CC=2)C=CC=1.Cl.[CH3:40][C:41]1([CH3:48])[CH2:46][CH2:45][CH:44]([NH2:47])[CH2:43][CH2:42]1.C(N(CC)CC)C, predict the reaction product. The product is: [ClH:1].[CH3:40][C:41]1([CH3:48])[CH2:46][CH2:45][CH:44]([NH:47][CH2:2][CH2:3][O:4][C:5]2[CH:6]=[C:7]([C:11]3[CH:16]=[CH:15][C:14]([C:17]([NH2:19])=[O:18])=[CH:13][CH:12]=3)[CH:8]=[CH:9][CH:10]=2)[CH2:43][CH2:42]1. (2) Given the reactants [C:1]([C:3]1[CH:8]=[CH:7][C:6]([C:9]2[CH:10]=[C:11]3[C:15](=[C:16]([CH2:18][O:19][CH2:20][C:21]4([C:34]5[CH:39]=[CH:38][CH:37]=[CH:36][CH:35]=5)[CH2:26][CH2:25][N:24]([C:27](OC(C)(C)C)=O)[CH2:23][CH2:22]4)[CH:17]=2)[N:14]([CH:40]2[CH2:42][CH2:41]2)[N:13]=[CH:12]3)=[CH:5][CH:4]=1)#[N:2].C([BH3-])#N.[Na+].C=O, predict the reaction product. The product is: [CH:40]1([N:14]2[C:15]3[C:11](=[CH:10][C:9]([C:6]4[CH:5]=[CH:4][C:3]([C:1]#[N:2])=[CH:8][CH:7]=4)=[CH:17][C:16]=3[CH2:18][O:19][CH2:20][C:21]3([C:34]4[CH:35]=[CH:36][CH:37]=[CH:38][CH:39]=4)[CH2:26][CH2:25][N:24]([CH3:27])[CH2:23][CH2:22]3)[CH:12]=[N:13]2)[CH2:41][CH2:42]1.